The task is: Predict the product of the given reaction.. This data is from Forward reaction prediction with 1.9M reactions from USPTO patents (1976-2016). Given the reactants [CH3:1][S:2][C:3]1[CH:11]=[C:10]([N+:12]([O-:14])=[O:13])[CH:9]=[CH:8][C:4]=1[C:5](O)=O.[OH2:15].C1[CH2:20][O:19]CC1, predict the reaction product. The product is: [CH3:1][S:2][C:3]1[CH:11]=[C:10]([N+:12]([O-:14])=[O:13])[CH:9]=[CH:8][C:4]=1[CH2:5][C:20]([OH:19])=[O:15].